This data is from Forward reaction prediction with 1.9M reactions from USPTO patents (1976-2016). The task is: Predict the product of the given reaction. (1) Given the reactants [NH2:1][C:2]1[CH:3]=[CH:4][C:5]2[S:9][C:8]([C:10]3[C:11]([NH2:25])=[N:12][CH:13]=[C:14]([B:16]4[O:20][C:19]([CH3:22])([CH3:21])[C:18]([CH3:24])([CH3:23])[O:17]4)[CH:15]=3)=[CH:7][C:6]=2[CH:26]=1.[F:27][C:28]1[CH:33]=[CH:32][C:31]([CH3:34])=[CH:30][C:29]=1[N:35]=[C:36]=[O:37], predict the reaction product. The product is: [NH2:25][C:11]1[C:10]([C:8]2[S:9][C:5]3[CH:4]=[CH:3][C:2]([NH:1][C:36]([NH:35][C:29]4[CH:30]=[C:31]([CH3:34])[CH:32]=[CH:33][C:28]=4[F:27])=[O:37])=[CH:26][C:6]=3[CH:7]=2)=[CH:15][C:14]([B:16]2[O:20][C:19]([CH3:22])([CH3:21])[C:18]([CH3:24])([CH3:23])[O:17]2)=[CH:13][N:12]=1. (2) Given the reactants O[CH2:2][CH2:3][CH2:4][C:5]1[N:6]=[C:7]([C:26]2[CH:31]=[CH:30][C:29]([C:32]([F:35])([F:34])[F:33])=[CH:28][CH:27]=2)[S:8][C:9]=1[CH2:10][O:11][C:12]1[CH:17]=[CH:16][C:15]([C:18]2[NH:22][C:21](=[O:23])[O:20][N:19]=2)=[C:14]([O:24][CH3:25])[CH:13]=1.C(N(CC)CC)C.[CH3:43][S:44](Cl)(=O)=O, predict the reaction product. The product is: [CH3:25][O:24][C:14]1[CH:13]=[C:12]([O:11][CH2:10][C:9]2[S:8][C:7]([C:26]3[CH:27]=[CH:28][C:29]([C:32]([F:34])([F:33])[F:35])=[CH:30][CH:31]=3)=[N:6][C:5]=2[CH2:4][CH2:3][CH2:2][S:44][CH3:43])[CH:17]=[CH:16][C:15]=1[C:18]1[NH:22][C:21](=[O:23])[O:20][N:19]=1.